Dataset: Full USPTO retrosynthesis dataset with 1.9M reactions from patents (1976-2016). Task: Predict the reactants needed to synthesize the given product. (1) Given the product [CH2:1]([O:8][C:9]([N:11]1[C:20]2[C:15](=[CH:16][CH:17]=[CH:18][CH:19]=2)[CH:14]([OH:21])[CH2:13][CH2:12]1)=[O:10])[C:2]1[CH:7]=[CH:6][CH:5]=[CH:4][CH:3]=1, predict the reactants needed to synthesize it. The reactants are: [CH2:1]([O:8][C:9]([N:11]1[C:20]2[C:15](=[CH:16][CH:17]=[CH:18][CH:19]=2)[C:14](=[O:21])[CH2:13][CH2:12]1)=[O:10])[C:2]1[CH:7]=[CH:6][CH:5]=[CH:4][CH:3]=1.[BH4-].[Na+].O1CCCC1.CO. (2) The reactants are: [NH:1]1[CH2:6][CH2:5][CH:4]([C:7]2[C:15]3[C:10](=[CH:11][CH:12]=[CH:13][CH:14]=3)[N:9]([C:16]3[CH:21]=[CH:20][C:19]([NH:22][C:23]([NH:25][CH2:26][C:27]4[CH:28]=[N:29][CH:30]=[CH:31][CH:32]=4)=[O:24])=[CH:18][CH:17]=3)[CH:8]=2)[CH2:3][CH2:2]1.Br[CH2:34][CH2:35][OH:36].C(N(CC)CC)C. Given the product [OH:36][CH2:35][CH2:34][N:1]1[CH2:6][CH2:5][CH:4]([C:7]2[C:15]3[C:10](=[CH:11][CH:12]=[CH:13][CH:14]=3)[N:9]([C:16]3[CH:17]=[CH:18][C:19]([NH:22][C:23]([NH:25][CH2:26][C:27]4[CH:28]=[N:29][CH:30]=[CH:31][CH:32]=4)=[O:24])=[CH:20][CH:21]=3)[CH:8]=2)[CH2:3][CH2:2]1, predict the reactants needed to synthesize it. (3) Given the product [NH:10]1[C:11]2[CH:16]=[CH:15][CH:14]=[CH:13][C:12]=2[N:8]=[C:9]1[C:17]1[CH:21]=[C:20]([C:22]2[CH:28]=[CH:27][C:25]([NH:26][C:36]([NH:35][C:29]3[CH:34]=[CH:33][CH:32]=[CH:31][CH:30]=3)=[O:37])=[CH:24][CH:23]=2)[NH:19][N:18]=1, predict the reactants needed to synthesize it. The reactants are: C(N(CC)CC)C.[NH:8]1[C:12]2[CH:13]=[CH:14][CH:15]=[CH:16][C:11]=2[N:10]=[C:9]1[C:17]1[CH:21]=[C:20]([C:22]2[CH:28]=[CH:27][C:25]([NH2:26])=[CH:24][CH:23]=2)[NH:19][N:18]=1.[C:29]1([N:35]=[C:36]=[O:37])[CH:34]=[CH:33][CH:32]=[CH:31][CH:30]=1.